The task is: Predict the product of the given reaction.. This data is from Forward reaction prediction with 1.9M reactions from USPTO patents (1976-2016). (1) Given the reactants [F:1][C:2]1[CH:17]=[C:16]([N+:18]([O-])=O)[CH:15]=[CH:14][C:3]=1[NH:4][CH2:5][CH2:6][CH2:7][N:8]1[CH2:13][CH2:12][O:11][CH2:10][CH2:9]1.CCOC(C)=O, predict the reaction product. The product is: [F:1][C:2]1[CH:17]=[C:16]([NH2:18])[CH:15]=[CH:14][C:3]=1[NH:4][CH2:5][CH2:6][CH2:7][N:8]1[CH2:13][CH2:12][O:11][CH2:10][CH2:9]1. (2) Given the reactants [CH3:1][C:2]1[CH:10]=[C:9]2[C:5]([C:6]([C:11]([OH:13])=O)=[CH:7][NH:8]2)=[CH:4][CH:3]=1.[CH2:26]1[CH2:27][CH2:28][CH:23]([N:22]=C=[N:22][CH:23]2[CH2:28][CH2:27][CH2:26][CH2:25][CH2:24]2)[CH2:24][CH2:25]1.[CH3:29][N:30]([CH:32]=[O:33])C, predict the reaction product. The product is: [CH3:24][C:25]1[C:26]([O:33][C:32]2[N:30]=[CH:29][C:7]([NH:8][C:11]([C:6]3[C:5]4[C:9](=[CH:10][C:2]([CH3:1])=[CH:3][CH:4]=4)[NH:8][CH:7]=3)=[O:13])=[CH:6][CH:5]=2)=[CH:27][CH:28]=[CH:23][N:22]=1.